From a dataset of Forward reaction prediction with 1.9M reactions from USPTO patents (1976-2016). Predict the product of the given reaction. Given the reactants Br[C:2]1[CH:3]=[C:4]([C:8]2[C:17](=[O:18])[C:16]3[C:11](=[CH:12][C:13]([C:19]([CH3:22])([CH3:21])[CH3:20])=[CH:14][CH:15]=3)[NH:10][CH:9]=2)[CH:5]=[CH:6][CH:7]=1.[B:23]1([B:23]2[O:27][C:26]([CH3:29])([CH3:28])[C:25]([CH3:31])([CH3:30])[O:24]2)[O:27][C:26]([CH3:29])([CH3:28])[C:25]([CH3:31])([CH3:30])[O:24]1.C([O-])(=O)C.[K+].ClCCl, predict the reaction product. The product is: [C:19]([C:13]1[CH:12]=[C:11]2[C:16]([C:17](=[O:18])[C:8]([C:4]3[CH:5]=[CH:6][CH:7]=[C:2]([B:23]4[O:27][C:26]([CH3:29])([CH3:28])[C:25]([CH3:31])([CH3:30])[O:24]4)[CH:3]=3)=[CH:9][NH:10]2)=[CH:15][CH:14]=1)([CH3:22])([CH3:21])[CH3:20].